From a dataset of Forward reaction prediction with 1.9M reactions from USPTO patents (1976-2016). Predict the product of the given reaction. (1) Given the reactants [Br:1][C:2]1[CH:7]=[C:6]([CH3:8])[CH:5]=[C:4]([O:9][CH3:10])[C:3]=1O.[C:12]([O-:15])([O-])=O.[K+].[K+].I[CH2:19][CH2:20][CH2:21][CH2:22][CH2:23][CH2:24][CH2:25]C, predict the reaction product. The product is: [Br:1][C:2]1[CH:7]=[C:6]([CH3:8])[C:5]([O:15][CH2:12][CH2:19][CH2:20][CH2:21][CH2:22][CH2:23][CH2:24][CH3:25])=[C:4]([O:9][CH3:10])[CH:3]=1. (2) Given the reactants Br[C:2]1[C:3](=[O:10])[N:4]([CH2:8][CH3:9])[CH:5]=[CH:6][N:7]=1.[Cl:11][C:12]1[CH:17]=[CH:16][C:15](B(O)O)=[CH:14][CH:13]=1.C(=O)([O-])[O-].[Na+].[Na+].O, predict the reaction product. The product is: [Cl:11][C:12]1[CH:17]=[CH:16][C:15]([C:2]2[C:3](=[O:10])[N:4]([CH2:8][CH3:9])[CH:5]=[CH:6][N:7]=2)=[CH:14][CH:13]=1.